Dataset: Full USPTO retrosynthesis dataset with 1.9M reactions from patents (1976-2016). Task: Predict the reactants needed to synthesize the given product. (1) Given the product [Br:1][C:2]1[CH:7]=[N:6][CH:5]=[C:4]([CH2:8][O:9][Si:18]([CH:22]([CH3:24])[CH3:23])([CH:19]([CH3:21])[CH3:20])[CH:15]([CH3:17])[CH3:16])[CH:3]=1, predict the reactants needed to synthesize it. The reactants are: [Br:1][C:2]1[CH:3]=[C:4]([CH2:8][OH:9])[CH:5]=[N:6][CH:7]=1.N1C=CN=C1.[CH:15]([Si:18](Cl)([CH:22]([CH3:24])[CH3:23])[CH:19]([CH3:21])[CH3:20])([CH3:17])[CH3:16]. (2) Given the product [Br:1][C:2]1[N:7]=[CH:6][C:5]([CH:8]([Cl:27])[C:10]2[CH:15]=[CH:14][C:13]([Cl:16])=[CH:12][C:11]=2[Cl:17])=[CH:4][CH:3]=1, predict the reactants needed to synthesize it. The reactants are: [Br:1][C:2]1[N:7]=[CH:6][C:5]([CH:8]([C:10]2[CH:15]=[CH:14][C:13]([Cl:16])=[CH:12][C:11]=2[Cl:17])O)=[CH:4][CH:3]=1.C(N(CC)CC)C.S(Cl)([Cl:27])=O. (3) Given the product [Cl:26][C:5]1[C:6]([NH:8][C:9]2[CH:14]=[CH:13][C:12]([N:15]3[CH2:20][CH2:19][O:18][CH2:17][CH2:16]3)=[CH:11][C:10]=2[N:21]2[CH:25]=[CH:24][CH:23]=[N:22]2)=[N:7][C:2]([NH:27][C:28]2[CH:41]=[CH:40][C:31]3[NH:32][C:33](=[O:39])[CH2:34][CH2:35][C:36]([CH3:38])([CH3:37])[C:30]=3[CH:29]=2)=[N:3][CH:4]=1, predict the reactants needed to synthesize it. The reactants are: Cl[C:2]1[N:7]=[C:6]([NH:8][C:9]2[CH:14]=[CH:13][C:12]([N:15]3[CH2:20][CH2:19][O:18][CH2:17][CH2:16]3)=[CH:11][C:10]=2[N:21]2[CH:25]=[CH:24][CH:23]=[N:22]2)[C:5]([Cl:26])=[CH:4][N:3]=1.[NH2:27][C:28]1[CH:41]=[CH:40][C:31]2[NH:32][C:33](=[O:39])[CH2:34][CH2:35][C:36]([CH3:38])([CH3:37])[C:30]=2[CH:29]=1. (4) Given the product [Br:30][C:27]1[CH:28]=[CH:29][C:24]([NH:23][C:22]2[C:5]([C:3]([OH:4])=[O:2])=[CH:6][C:7]3[N:11]([CH2:12][CH2:13][C:14](=[O:20])[N:15]4[CH2:19][CH2:18][CH2:17][CH2:16]4)[CH:10]=[N:9][C:8]=3[C:21]=2[F:32])=[C:25]([Cl:31])[CH:26]=1, predict the reactants needed to synthesize it. The reactants are: C[O:2][C:3]([C:5]1[C:22]([NH:23][C:24]2[CH:29]=[CH:28][C:27]([Br:30])=[CH:26][C:25]=2[Cl:31])=[C:21]([F:32])[C:8]2[N:9]=[CH:10][N:11]([CH2:12][CH2:13][C:14](=[O:20])[N:15]3[CH2:19][CH2:18][CH2:17][CH2:16]3)[C:7]=2[CH:6]=1)=[O:4].[Li+].[OH-].Cl. (5) The reactants are: [C:1]([O:5][CH3:6])(=[O:4])[CH2:2][SH:3].C(N(CC)CC)C.F[C:15]1[C:22]([F:23])=[CH:21][CH:20]=[C:19]([O:24][CH3:25])[C:16]=1[CH:17]=O. Given the product [F:23][C:22]1[C:15]2[S:3][C:2]([C:1]([O:5][CH3:6])=[O:4])=[CH:17][C:16]=2[C:19]([O:24][CH3:25])=[CH:20][CH:21]=1, predict the reactants needed to synthesize it. (6) Given the product [N+:1]([C:4]1[CH:5]=[C:6]([C:12]2[O:13][C:14]3[CH:20]=[CH:19][C:18]([C:29]4[CH:28]=[CH:27][CH:26]=[C:25]([C:22](=[O:24])[CH3:23])[CH:30]=4)=[CH:17][C:15]=3[N:16]=2)[CH:7]=[CH:8][C:9]=1[O:10][CH3:11])([O-:3])=[O:2], predict the reactants needed to synthesize it. The reactants are: [N+:1]([C:4]1[CH:5]=[C:6]([C:12]2[O:13][C:14]3[CH:20]=[CH:19][C:18](Br)=[CH:17][C:15]=3[N:16]=2)[CH:7]=[CH:8][C:9]=1[O:10][CH3:11])([O-:3])=[O:2].[C:22]([C:25]1[CH:26]=[C:27](B(O)O)[CH:28]=[CH:29][CH:30]=1)(=[O:24])[CH3:23]. (7) Given the product [CH3:37][N:36]([CH3:38])[CH2:35][CH2:34][N:22]([CH2:23][C:24]1[CH:29]=[CH:28][CH:27]=[CH:26][C:25]=1[C:30]([F:33])([F:31])[F:32])[C:20]([NH:19][CH2:18][C:14]1[CH:13]=[CH:12][CH:11]=[C:10]2[C:15]=1[CH2:16][CH2:17][NH:8][CH2:9]2)=[O:21], predict the reactants needed to synthesize it. The reactants are: C(OC([N:8]1[CH2:17][CH2:16][C:15]2[C:10](=[CH:11][CH:12]=[CH:13][C:14]=2[CH2:18][NH:19][C:20]([N:22]([CH2:34][CH2:35][N:36]([CH3:38])[CH3:37])[CH2:23][C:24]2[CH:29]=[CH:28][CH:27]=[CH:26][C:25]=2[C:30]([F:33])([F:32])[F:31])=[O:21])[CH2:9]1)=O)(C)(C)C.C(O)(C(F)(F)F)=O.O.C([O-])(O)=O.[Na+].